Predict the reactants needed to synthesize the given product. From a dataset of Full USPTO retrosynthesis dataset with 1.9M reactions from patents (1976-2016). (1) Given the product [Cl:19][C:13]1[CH:14]=[CH:15][CH:16]=[C:17]([Cl:18])[C:12]=1[NH:11][C:4]1[CH:3]=[CH:2][CH:1]=[CH:6][C:5]=1[CH2:7][C:8]([O:10][CH2:21][CH2:22][CH2:23][CH2:24][OH:25])=[O:9], predict the reactants needed to synthesize it. The reactants are: [CH:1]1[CH:2]=[CH:3][C:4]([NH:11][C:12]2[C:13]([Cl:19])=[CH:14][CH:15]=[CH:16][C:17]=2[Cl:18])=[C:5]([CH2:7][C:8]([O-:10])=[O:9])[CH:6]=1.[Na+].[CH2:21](O)[CH2:22][CH2:23][CH2:24][OH:25].S(=O)(=O)(O)O. (2) Given the product [NH2:4][C:5]1[C:6]([N+:15]([O-:17])=[O:16])=[CH:7][C:8]([C:9]([OH:11])=[O:10])=[C:12]([CH3:20])[CH:13]=1, predict the reactants needed to synthesize it. The reactants are: C([NH:4][C:5]1[CH:13]=[CH:12][C:8]([C:9]([OH:11])=[O:10])=[C:7](C)[C:6]=1[N+:15]([O-:17])=[O:16])(=O)C.Cl.O1CCOC[CH2:20]1.